Predict the reaction yield, written as a fraction of the theoretical maximum amount of product (1.0 means a 100% yield; for example, 0.34 means a 34% yield). From a dataset of Reaction yield outcomes from USPTO patents with 853,638 reactions. (1) The reactants are Br[C:2]1[C:3]2[CH2:11][CH2:10][CH2:9][CH2:8][C:4]=2[S:5][C:6]=1[CH3:7].FC1(F)OC2C=C(C)C(C3N=C[C:25]([NH:28][C:29](=O)[C:30]4[CH:35]=[CH:34]C=CC=4F)=[N:26]C=3)=CC=2O1.P([O-])([O-])([O-])=O.[K+].[K+].[K+]. The catalyst is O1CCOCC1.C(#N)C.O. The product is [CH3:7][C:6]1[S:5][C:4]2[CH2:8][CH2:9][CH2:10][CH2:11][C:3]=2[C:2]=1[C:30]1[CH:35]=[CH:34][C:25]([NH2:26])=[N:28][CH:29]=1. The yield is 0.660. (2) The reactants are [CH3:1][C@H:2]1[NH:7][CH2:6][CH2:5][N:4]([C:8]([O:10][C:11]([CH3:14])([CH3:13])[CH3:12])=[O:9])[CH2:3]1.[Cl:15][C:16]1[CH:21]=[C:20]([N+:22]([O-:24])=[O:23])[CH:19]=[CH:18][C:17]=1F.CCN(C(C)C)C(C)C. No catalyst specified. The product is [Cl:15][C:16]1[CH:21]=[C:20]([N+:22]([O-:24])=[O:23])[CH:19]=[CH:18][C:17]=1[N:7]1[CH2:6][CH2:5][N:4]([C:8]([O:10][C:11]([CH3:13])([CH3:12])[CH3:14])=[O:9])[CH2:3][C@H:2]1[CH3:1]. The yield is 0.538. (3) The reactants are [CH3:1][S:2](Cl)(=[O:4])=[O:3].[Br:6][C:7]1[CH:12]=[CH:11][C:10]([C@H:13]([NH2:18])[C:14]([F:17])([F:16])[F:15])=[CH:9][CH:8]=1.N1C(C)=CC=CC=1C. The catalyst is CN(C)C1C=CN=CC=1.C(Cl)Cl. The product is [Br:6][C:7]1[CH:12]=[CH:11][C:10]([C@H:13]([NH:18][S:2]([CH3:1])(=[O:4])=[O:3])[C:14]([F:16])([F:17])[F:15])=[CH:9][CH:8]=1. The yield is 0.930. (4) The reactants are [CH3:1][N:2]([CH3:17])[C:3]([C:5]1[CH:6]=[C:7]([OH:16])[C:8]2[N:9]([C:11]([CH3:15])=[C:12]([CH3:14])[N:13]=2)[CH:10]=1)=[O:4].[O:18]1[CH:20]2[CH2:21][CH2:22][C:23]3[C:28]([CH:19]12)=[CH:27][CH:26]=[CH:25][CH:24]=3.C(N(CC)CC)C.[ClH:36]. The catalyst is C(O)C.O.C(OCC)(=O)C.C(OCC)C. The product is [ClH:36].[CH3:17][N:2]([CH3:1])[C:3]([C:5]1[CH:6]=[C:7]([O:16][C@@H:19]2[C:28]3[C:23](=[CH:24][CH:25]=[CH:26][CH:27]=3)[CH2:22][CH2:21][C@H:20]2[OH:18])[C:8]2[N:9]([C:11]([CH3:15])=[C:12]([CH3:14])[N:13]=2)[CH:10]=1)=[O:4]. The yield is 0.340. (5) The reactants are [Cl:1][C:2]1[CH:7]=[CH:6][C:5](/[CH:8]=[C:9](/[S:11]([NH:14][C:15]2[CH:20]=[CH:19][CH:18]=[CH:17][C:16]=2[S:21]([NH2:24])(=[O:23])=[O:22])(=[O:13])=[O:12])\[CH3:10])=[CH:4][CH:3]=1.[H][H]. The catalyst is C(OCC)(=O)C.[Pd]. The product is [Cl:1][C:2]1[CH:7]=[CH:6][C:5]([CH2:8][CH:9]([S:11]([NH:14][C:15]2[CH:20]=[CH:19][CH:18]=[CH:17][C:16]=2[S:21]([NH2:24])(=[O:23])=[O:22])(=[O:13])=[O:12])[CH3:10])=[CH:4][CH:3]=1. The yield is 0.380. (6) The reactants are P(C)(C)C.[C:5]([O:9][C:10](=[O:28])[N:11]([CH2:15][C:16]1[CH:21]=[C:20]([CH2:22][CH2:23][N:24]=[N+]=[N-])[CH:19]=[CH:18][C:17]=1[Cl:27])[CH:12]1[CH2:14][CH2:13]1)([CH3:8])([CH3:7])[CH3:6].P([O-])([O-])([O-])=O. The catalyst is C1COCC1. The product is [C:5]([O:9][C:10](=[O:28])[N:11]([CH2:15][C:16]1[CH:21]=[C:20]([CH2:22][CH2:23][NH2:24])[CH:19]=[CH:18][C:17]=1[Cl:27])[CH:12]1[CH2:13][CH2:14]1)([CH3:8])([CH3:6])[CH3:7]. The yield is 0.970.